From a dataset of Full USPTO retrosynthesis dataset with 1.9M reactions from patents (1976-2016). Predict the reactants needed to synthesize the given product. (1) The reactants are: [OH:1][CH2:2][C@@H:3]1[CH2:11][C:10]2[C:5](=[CH:6][CH:7]=[CH:8][CH:9]=2)[N:4]1[C:12]1[C:13]2[CH2:34][N:33](C(OC(C)(C)C)=O)[CH2:32][CH2:31][C:14]=2[N:15]=[C:16]([NH:18][C:19]2[CH:24]=[CH:23][C:22]([N:25]3[CH:29]=[CH:28][N:27]=[C:26]3[CH3:30])=[CH:21][CH:20]=2)[N:17]=1.Cl. Given the product [CH3:30][C:26]1[N:25]([C:22]2[CH:23]=[CH:24][C:19]([NH:18][C:16]3[N:17]=[C:12]([N:4]4[C:5]5[C:10](=[CH:9][CH:8]=[CH:7][CH:6]=5)[CH2:11][C@H:3]4[CH2:2][OH:1])[C:13]4[CH2:34][NH:33][CH2:32][CH2:31][C:14]=4[N:15]=3)=[CH:20][CH:21]=2)[CH:29]=[CH:28][N:27]=1, predict the reactants needed to synthesize it. (2) Given the product [CH2:14]([C:3]1[CH:4]=[CH:5][C:6]2[C:11](=[CH:10][C:9]([CH3:12])=[CH:8][C:7]=2[F:13])[C:2]=1[CH:23]=[O:24])[CH3:15], predict the reactants needed to synthesize it. The reactants are: Br[C:2]1[C:11]2[C:6](=[C:7]([F:13])[CH:8]=[C:9]([CH3:12])[CH:10]=2)[CH:5]=[CH:4][C:3]=1[CH2:14][CH3:15].C([Li])CCC.CN(C)[CH:23]=[O:24]. (3) Given the product [CH2:1]([CH:8]1[NH:13][CH2:12][CH2:11][N:10]([CH2:14][C:15]2[CH:20]=[CH:19][C:18]([C:25]3[CH:24]=[C:23]([Cl:22])[CH:28]=[CH:27][C:26]=3[CH3:32])=[CH:17][CH:16]=2)[CH2:9]1)[C:2]1[CH:7]=[CH:6][CH:5]=[CH:4][CH:3]=1, predict the reactants needed to synthesize it. The reactants are: [CH2:1]([C@@H:8]1[NH:13][CH2:12][CH2:11][N:10]([CH2:14][C:15]2[CH:20]=[CH:19][C:18](Br)=[CH:17][CH:16]=2)[CH2:9]1)[C:2]1[CH:7]=[CH:6][CH:5]=[CH:4][CH:3]=1.[Cl:22][C:23]1[CH:24]=[CH:25][C:26]([CH3:32])=[C:27](B(O)O)[CH:28]=1.C(=O)([O-])[O-].[Na+].[Na+].C1(C)C=CC=CC=1. (4) Given the product [C:1]([O:5][C:6]([N:8]([CH2:10][C:11]1[CH:12]=[C:13]([C:29]2[CH:30]=[CH:31][CH:32]=[CH:33][CH:34]=2)[N:14]([S:16]([C:19]2[CH:28]=[CH:27][CH:26]=[CH:25][C:20]=2[C:21]([OH:23])=[O:22])(=[O:17])=[O:18])[CH:15]=1)[CH3:9])=[O:7])([CH3:4])([CH3:2])[CH3:3], predict the reactants needed to synthesize it. The reactants are: [C:1]([O:5][C:6]([N:8]([CH2:10][C:11]1[CH:12]=[C:13]([C:29]2[CH:34]=[CH:33][CH:32]=[CH:31][CH:30]=2)[N:14]([S:16]([C:19]2[CH:28]=[CH:27][CH:26]=[CH:25][C:20]=2[C:21]([O:23]C)=[O:22])(=[O:18])=[O:17])[CH:15]=1)[CH3:9])=[O:7])([CH3:4])([CH3:3])[CH3:2].[OH-].[Na+].Cl. (5) Given the product [Cl:11][C:12]1[CH:13]=[C:14]([NH:15][C:2]2[C:7]([N+:8]([O-:10])=[O:9])=[CH:6][CH:5]=[CH:4][N:3]=2)[CH:16]=[CH:17][CH:18]=1, predict the reactants needed to synthesize it. The reactants are: Cl[C:2]1[C:7]([N+:8]([O-:10])=[O:9])=[CH:6][CH:5]=[CH:4][N:3]=1.[Cl:11][C:12]1[CH:13]=[C:14]([CH:16]=[CH:17][CH:18]=1)[NH2:15].C(=O)([O-])[O-].[K+].[K+].